The task is: Predict the reaction yield, written as a fraction of the theoretical maximum amount of product (1.0 means a 100% yield; for example, 0.34 means a 34% yield).. This data is from Reaction yield outcomes from USPTO patents with 853,638 reactions. (1) The reactants are Cl[C:2]1[N:11]=[C:10]([NH:12][CH2:13][CH2:14][C:15]2[CH:20]=[CH:19][CH:18]=[CH:17][CH:16]=2)[C:9]2[C:4](=[CH:5][CH:6]=[CH:7][CH:8]=2)[N:3]=1.[CH3:21][N:22]([CH3:32])[C:23]1[CH:28]=[CH:27][C:26](B(O)O)=[CH:25][CH:24]=1.C1(C(C2C=CC=CN=2)CNC2C3C(=CC=CC=3)N=C(C3C=CC(NS(C)(=O)=O)=CC=3)N=2)C=CC=CC=1. The catalyst is C(Cl)(Cl)Cl.CO. The product is [CH3:21][N:22]([CH3:32])[C:23]1[CH:28]=[CH:27][C:26]([C:2]2[N:11]=[C:10]([NH:12][CH2:13][CH2:14][C:15]3[CH:20]=[CH:19][CH:18]=[CH:17][CH:16]=3)[C:9]3[C:4](=[CH:5][CH:6]=[CH:7][CH:8]=3)[N:3]=2)=[CH:25][CH:24]=1. The yield is 0.420. (2) The reactants are [NH2:1][C:2]([CH3:8])([CH3:7])[CH2:3][C:4]([OH:6])=[O:5].[C:9]1(=O)[O:14][C:12](=[O:13])[C:11]2=[CH:15][CH:16]=[CH:17][CH:18]=[C:10]12. The catalyst is C(O)C. The product is [CH3:7][C:2]([CH3:8])([N:1]1[C:12](=[O:13])[C:11]2[C:10](=[CH:18][CH:17]=[CH:16][CH:15]=2)[C:9]1=[O:14])[CH2:3][C:4]([OH:6])=[O:5]. The yield is 0.580.